This data is from NCI-60 drug combinations with 297,098 pairs across 59 cell lines. The task is: Regression. Given two drug SMILES strings and cell line genomic features, predict the synergy score measuring deviation from expected non-interaction effect. (1) Drug 1: COC1=NC(=NC2=C1N=CN2C3C(C(C(O3)CO)O)O)N. Drug 2: CCN(CC)CCNC(=O)C1=C(NC(=C1C)C=C2C3=C(C=CC(=C3)F)NC2=O)C. Cell line: A498. Synergy scores: CSS=0.0130, Synergy_ZIP=2.16, Synergy_Bliss=2.59, Synergy_Loewe=-3.44, Synergy_HSA=-2.18. (2) Drug 1: CC1=C(C(=CC=C1)Cl)NC(=O)C2=CN=C(S2)NC3=CC(=NC(=N3)C)N4CCN(CC4)CCO. Drug 2: CCCCC(=O)OCC(=O)C1(CC(C2=C(C1)C(=C3C(=C2O)C(=O)C4=C(C3=O)C=CC=C4OC)O)OC5CC(C(C(O5)C)O)NC(=O)C(F)(F)F)O. Cell line: PC-3. Synergy scores: CSS=67.3, Synergy_ZIP=11.6, Synergy_Bliss=12.3, Synergy_Loewe=11.5, Synergy_HSA=12.8.